This data is from Forward reaction prediction with 1.9M reactions from USPTO patents (1976-2016). The task is: Predict the product of the given reaction. (1) Given the reactants C(OC([N:11]1[CH2:15][CH2:14][CH2:13][C@H:12]1[C:16]1[O:17][CH:18]=[C:19]([CH3:21])[N:20]=1)=O)C1C=CC=CC=1, predict the reaction product. The product is: [CH3:21][C:19]1[N:20]=[C:16]([C@@H:12]2[CH2:13][CH2:14][CH2:15][NH:11]2)[O:17][CH:18]=1. (2) Given the reactants [O:1]=[C:2]1[NH:6][C:5](=[O:7])[O:4][N:3]1[CH2:8][C:9]1[CH:37]=[CH:36][C:12]([O:13][CH2:14][C:15]2[C:16]([CH3:35])=[C:17]([C:21]3[CH:26]=[CH:25][C:24]([O:27][C:28]([CH3:33])([CH3:32])[C:29]([OH:31])=[O:30])=[CH:23][C:22]=3[CH3:34])[CH:18]=[CH:19][CH:20]=2)=[CH:11][CH:10]=1.C1COCC1.[OH-].[Na+:44], predict the reaction product. The product is: [O:1]=[C:2]1[NH:6][C:5](=[O:7])[O:4][N:3]1[CH2:8][C:9]1[CH:10]=[CH:11][C:12]([O:13][CH2:14][C:15]2[C:16]([CH3:35])=[C:17]([C:21]3[CH:26]=[CH:25][C:24]([O:27][C:28]([CH3:32])([CH3:33])[C:29]([O-:31])=[O:30])=[CH:23][C:22]=3[CH3:34])[CH:18]=[CH:19][CH:20]=2)=[CH:36][CH:37]=1.[Na+:44].[Na+:44].[O:1]=[C:2]1[NH:6][C:5](=[O:7])[O:4][N:3]1[CH2:8][C:9]1[CH:10]=[CH:11][C:12]([O:13][CH2:14][C:15]2[C:16]([CH3:35])=[C:17]([C:21]3[CH:26]=[CH:25][C:24]([O:27][C:28]([CH3:32])([CH3:33])[C:29]([O-:31])=[O:30])=[CH:23][C:22]=3[CH3:34])[CH:18]=[CH:19][CH:20]=2)=[CH:36][CH:37]=1. (3) Given the reactants OC([C:4]([F:7])([F:6])[F:5])=O.[CH3:8][O:9][C:10]([NH:12][C@@H:13]([CH:47]([CH3:49])[CH3:48])[C:14]([N:16]1[CH2:20][C@@H:19]([CH3:21])[CH2:18][C@H:17]1[C:22]1[NH:23][CH:24]=[C:25]([C:27]2[CH:32]=[CH:31][C:30]([C:33]3[CH:38]=[CH:37][C:36]([C:39](O)=[O:40])=[CH:35][C:34]=3[O:42]C(F)(F)F)=[CH:29][CH:28]=2)[N:26]=1)=[O:15])=[O:11].CN(C(ON1N=NC2C=CC=NC1=2)=[N+](C)C)C.F[P-](F)(F)(F)(F)F.[NH2:74][C:75]1[CH:76]=[CH:77][C:78]([N:81]2[CH2:86][CH2:85][N:84]([C:87]([C@H:89]3[CH2:91][C:90]3([CH3:93])[CH3:92])=[O:88])[CH2:83][C@H:82]2[CH3:94])=[N:79][CH:80]=1.C(N(CC)C(C)C)(C)C, predict the reaction product. The product is: [CH3:8][O:9][C:10](=[O:11])[NH:12][C@H:13]([C:14]([N:16]1[CH2:20][C@@H:19]([CH3:21])[CH2:18][C@H:17]1[C:22]1[NH:23][CH:24]=[C:25]([C:27]2[CH:28]=[CH:29][C:30]([C:33]3[CH:38]=[CH:37][C:36]([C:39](=[O:40])[NH:74][C:75]4[CH:80]=[N:79][C:78]([N:81]5[CH2:86][CH2:85][N:84]([C:87]([C@H:89]6[CH2:91][C:90]6([CH3:93])[CH3:92])=[O:88])[CH2:83][C@H:82]5[CH3:94])=[CH:77][CH:76]=4)=[CH:35][C:34]=3[O:42][C:4]([F:5])([F:6])[F:7])=[CH:31][CH:32]=2)[N:26]=1)=[O:15])[CH:47]([CH3:48])[CH3:49]. (4) Given the reactants [OH:1][C:2]([C:15]([F:18])([F:17])[F:16])([CH2:6][CH:7]([C:9]1[CH:14]=[CH:13][CH:12]=[CH:11][CH:10]=1)[CH3:8])[C:3]([OH:5])=O.S(Cl)(Cl)=O.[NH2:23][C:24]1[CH:25]=[C:26]2[C:31](=[CH:32][CH:33]=1)[C:29](=[O:30])[O:28][CH2:27]2.O, predict the reaction product. The product is: [OH:1][C:2]([C:15]([F:18])([F:17])[F:16])([CH2:6][CH:7]([C:9]1[CH:14]=[CH:13][CH:12]=[CH:11][CH:10]=1)[CH3:8])[C:3]([NH:23][C:24]1[CH:25]=[C:26]2[C:31](=[CH:32][CH:33]=1)[C:29](=[O:30])[O:28][CH2:27]2)=[O:5]. (5) Given the reactants Cl.Cl.Cl.[O:4]1[C:8]2[CH:9]=[CH:10][CH:11]=[C:12]([N:13]3[CH2:18][CH2:17][N:16]([CH2:19][CH2:20][C@H:21]4[CH2:26][CH2:25][C@H:24]([NH2:27])[CH2:23][CH2:22]4)[CH2:15][CH2:14]3)[C:7]=2[O:6][CH2:5]1.[F:28][C:29]1([F:35])[CH2:31][CH:30]1[C:32](O)=[O:33], predict the reaction product. The product is: [O:4]1[C:8]2[CH:9]=[CH:10][CH:11]=[C:12]([N:13]3[CH2:18][CH2:17][N:16]([CH2:19][CH2:20][C@H:21]4[CH2:26][CH2:25][C@H:24]([NH:27][C:32]([CH:30]5[CH2:31][C:29]5([F:35])[F:28])=[O:33])[CH2:23][CH2:22]4)[CH2:15][CH2:14]3)[C:7]=2[O:6][CH2:5]1. (6) Given the reactants [OH:1][C:2]1[C:6]([CH2:7][C:8]([O:10][CH3:11])=[O:9])=[CH:5][N:4]([C:12]2[CH:17]=[CH:16][CH:15]=[CH:14][CH:13]=2)[N:3]=1.Cl[CH2:19][C:20]1[CH:21]=[CH:22][C:23]([O:26][CH2:27][C:28]2[N:29]=[C:30]([C:34]3[CH:39]=[CH:38][CH:37]=[CH:36][CH:35]=3)[O:31][C:32]=2[CH3:33])=[N:24][CH:25]=1.C(=O)([O-])[O-].[K+].[K+].CN(C)C=O, predict the reaction product. The product is: [CH3:33][C:32]1[O:31][C:30]([C:34]2[CH:35]=[CH:36][CH:37]=[CH:38][CH:39]=2)=[N:29][C:28]=1[CH2:27][O:26][C:23]1[N:24]=[CH:25][C:20]([CH2:19][O:1][C:2]2[C:6]([CH2:7][C:8]([O:10][CH3:11])=[O:9])=[CH:5][N:4]([C:12]3[CH:17]=[CH:16][CH:15]=[CH:14][CH:13]=3)[N:3]=2)=[CH:21][CH:22]=1. (7) Given the reactants [CH2:1]([O:8][C:9](=[O:12])[CH2:10]Br)[C:2]1[CH:7]=[CH:6][CH:5]=[CH:4][CH:3]=1.Cl.[CH2:14]([O:16][C:17](=[O:21])[CH2:18][CH2:19][NH2:20])[CH3:15].CCN(C(C)C)C(C)C, predict the reaction product. The product is: [CH2:14]([O:16][C:17](=[O:21])[CH2:18][CH2:19][NH:20][CH2:10][C:9]([O:8][CH2:1][C:2]1[CH:7]=[CH:6][CH:5]=[CH:4][CH:3]=1)=[O:12])[CH3:15].